The task is: Predict the reactants needed to synthesize the given product.. This data is from Full USPTO retrosynthesis dataset with 1.9M reactions from patents (1976-2016). (1) Given the product [Cl:1][C:2]1[CH:3]=[C:4]2[C:9](=[C:10]([Cl:12])[CH:11]=1)[CH2:8][N:7]([CH3:13])[CH2:6][CH:5]2[C:14]1[CH:19]=[C:18]([NH:40][C:42]([NH:33][CH:34]([CH2:37][OH:38])[CH2:35][OH:36])=[O:43])[CH:17]=[CH:16][CH:15]=1, predict the reactants needed to synthesize it. The reactants are: [Cl:1][C:2]1[CH:3]=[C:4]2[C:9](=[C:10]([Cl:12])[CH:11]=1)[CH2:8][N:7]([CH3:13])[CH2:6][CH:5]2[C:14]1[CH:19]=[CH:18][C:17]([C@@](O)([C@@H](O)[C@H](O)[C@H](O)CO)C(N)=O)=[CH:16][CH:15]=1.[NH2:33][CH:34]([CH2:37][OH:38])[CH2:35][OH:36].C[N:40]([CH:42]=[O:43])C. (2) The reactants are: [CH3:1][O:2][C:3]1[CH:8]=[CH:7][C:6]([C:9]([NH:20][CH2:21][CH2:22][CH2:23][CH2:24][CH2:25][C:26]([N:28]2[C:39]3[C:31](=[C:32]4[C:36](=[CH:37][CH:38]=3)[NH:35][CH:34]([C:40]([O:42]C)=[O:41])[CH2:33]4)[CH:30]=[CH:29]2)=[O:27])([C:14]2[CH:19]=[CH:18][CH:17]=[CH:16][CH:15]=2)[C:10](=[CH2:13])[CH:11]=[CH2:12])=[CH:5][CH:4]=1.C1COCC1.[Li+].[OH-]. Given the product [CH3:1][O:2][C:3]1[CH:8]=[CH:7][C:6]([C:9]([NH:20][CH2:21][CH2:22][CH2:23][CH2:24][CH2:25][C:26]([N:28]2[C:39]3[C:31](=[C:32]4[C:36](=[CH:37][CH:38]=3)[NH:35][CH:34]([C:40]([OH:42])=[O:41])[CH2:33]4)[CH:30]=[CH:29]2)=[O:27])([C:14]2[CH:15]=[CH:16][CH:17]=[CH:18][CH:19]=2)[C:10](=[CH2:13])[CH:11]=[CH2:12])=[CH:5][CH:4]=1, predict the reactants needed to synthesize it. (3) Given the product [C:31]([O:30][C:28](=[O:29])[NH:27][C@@H:22]([CH2:21][OH:36])[CH2:23][CH2:24][CH2:25][CH2:26][OH:2])([CH3:34])([CH3:33])[CH3:32], predict the reactants needed to synthesize it. The reactants are: C[O:2]CCO[AlH2-]OCCOC.[Na+].C1(C)C=CC=CC=1.C[C:21]([O-:36])([O-])[C@H:22]([NH:27][C:28]([O:30][C:31]([CH3:34])([CH3:33])[CH3:32])=[O:29])[CH2:23][CH2:24][CH2:25][CH3:26].[OH-].[Na+]. (4) Given the product [NH3:1].[CH2:22]([S:24]([NH:1][C:2]1[CH:3]=[C:4]([C:8]2([CH2:20][CH3:21])[CH2:13][CH2:12][N:11]([CH2:14][CH2:15][CH2:16][CH2:17][CH2:18][CH3:19])[CH2:10][CH2:9]2)[CH:5]=[CH:6][CH:7]=1)(=[O:26])=[O:25])[CH3:23], predict the reactants needed to synthesize it. The reactants are: [NH2:1][C:2]1[CH:3]=[C:4]([C:8]2([CH2:20][CH3:21])[CH2:13][CH2:12][N:11]([CH2:14][CH2:15][CH2:16][CH2:17][CH2:18][CH3:19])[CH2:10][CH2:9]2)[CH:5]=[CH:6][CH:7]=1.[CH2:22]([S:24](Cl)(=[O:26])=[O:25])[CH3:23]. (5) The reactants are: [F:1][C:2]1[CH:3]=[C:4]([CH:26]=[C:27]([F:29])[CH:28]=1)[CH2:5][N:6]1[C:12]2[CH:13]=[CH:14][CH:15]=[CH:16][C:11]=2[S:10][CH2:9][C@H:8]([NH:17]C(=O)OC(C)(C)C)[C:7]1=[O:25].[ClH:30]. Given the product [ClH:30].[NH2:17][C@@H:8]1[C:7](=[O:25])[N:6]([CH2:5][C:4]2[CH:3]=[C:2]([F:1])[CH:28]=[C:27]([F:29])[CH:26]=2)[C:12]2[CH:13]=[CH:14][CH:15]=[CH:16][C:11]=2[S:10][CH2:9]1, predict the reactants needed to synthesize it. (6) Given the product [CH2:1]([C:3]1[CH:4]=[CH:5][C:6]([CH:9]2[CH2:14][N:13]([C:24]([N:19]3[CH2:23][CH2:22][CH2:21][CH2:20]3)=[O:25])[CH2:12][CH:11]([C:15]([O:17][CH3:18])=[O:16])[CH2:10]2)=[CH:7][CH:8]=1)[CH3:2], predict the reactants needed to synthesize it. The reactants are: [CH2:1]([C:3]1[CH:8]=[CH:7][C:6]([CH:9]2[CH2:14][NH:13][CH2:12][CH:11]([C:15]([O:17][CH3:18])=[O:16])[CH2:10]2)=[CH:5][CH:4]=1)[CH3:2].[N:19]1([C:24](Cl)=[O:25])[CH2:23][CH2:22][CH2:21][CH2:20]1. (7) Given the product [C:38]([O:46][C@H:47]1[C@@H:51]([O:52][C:53](=[O:60])[C:54]2[CH:59]=[CH:58][CH:57]=[CH:56][CH:55]=2)[C@H:50]([N:14]2[CH:13]=[N:12][C:11]3[C:15]2=[N:16][C:17]([CH2:19][NH:20][C:21]([NH:23][CH2:24][CH2:25][N:26]2[CH2:31][CH2:30][CH2:29][CH2:28][CH2:27]2)=[O:22])=[N:18][C:10]=3[NH:9][CH2:8][CH:7]([C:1]2[CH:2]=[CH:3][CH:4]=[CH:5][CH:6]=2)[C:32]2[CH:37]=[CH:36][CH:35]=[CH:34][CH:33]=2)[O:49][C@@H:48]1[C:65]([NH:67][CH2:68][CH3:69])=[O:66])(=[O:45])[C:39]1[CH:44]=[CH:43][CH:42]=[CH:41][CH:40]=1, predict the reactants needed to synthesize it. The reactants are: [C:1]1([CH:7]([C:32]2[CH:37]=[CH:36][CH:35]=[CH:34][CH:33]=2)[CH2:8][NH:9][C:10]2[N:18]=[C:17]([CH2:19][NH:20][C:21]([NH:23][CH2:24][CH2:25][N:26]3[CH2:31][CH2:30][CH2:29][CH2:28][CH2:27]3)=[O:22])[N:16]=[C:15]3[C:11]=2[N:12]=[CH:13][NH:14]3)[CH:6]=[CH:5][CH:4]=[CH:3][CH:2]=1.[C:38]([O:46][C@H:47]1[C@@H:51]([O:52][C:53](=[O:60])[C:54]2[CH:59]=[CH:58][CH:57]=[CH:56][CH:55]=2)[C@@H:50](OC(=O)C)[O:49][C@@H:48]1[C:65]([NH:67][CH2:68][CH3:69])=[O:66])(=[O:45])[C:39]1[CH:44]=[CH:43][CH:42]=[CH:41][CH:40]=1.C(O[C@H]1[C@@H](OC(=O)C2C=CC=CC=2)[C@H](OC(=O)C)O[C@@H]1C(NCC)=O)(=O)C1C=CC=CC=1.C[Si](OS(C(F)(F)F)(=O)=O)(C)C. (8) Given the product [NH2:1][S:2]([C:5]1[CH:10]=[CH:9][C:8]([C:11]2[N:12]([CH2:19][C:20]3[CH:25]=[CH:24][CH:23]=[CH:22][C:21]=3[F:26])[CH:13]=[C:14]([C:16]([O:18][CH2:27][CH3:28])=[O:17])[N:15]=2)=[CH:7][CH:6]=1)(=[O:4])=[O:3], predict the reactants needed to synthesize it. The reactants are: [NH2:1][S:2]([C:5]1[CH:10]=[CH:9][C:8]([C:11]2[N:12]([CH2:19][C:20]3[CH:25]=[CH:24][CH:23]=[CH:22][C:21]=3[F:26])[CH:13]=[C:14]([C:16]([OH:18])=[O:17])[N:15]=2)=[CH:7][CH:6]=1)(=[O:4])=[O:3].[CH2:27](O)[CH3:28]. (9) Given the product [NH2:21][CH2:20][C:19]1[CH:22]=[CH:23][C:16]([C:14]2[O:15][C:11]3[CH:10]=[C:9]([C:3]4[CH:2]([CH3:1])[CH2:7][C:6](=[O:8])[NH:5][N:4]=4)[CH:25]=[CH:24][C:12]=3[N:13]=2)=[CH:17][CH:18]=1, predict the reactants needed to synthesize it. The reactants are: [CH3:1][CH:2]1[CH2:7][C:6](=[O:8])[NH:5][N:4]=[C:3]1[C:9]1[CH:25]=[CH:24][C:12]2[N:13]=[C:14]([C:16]3[CH:23]=[CH:22][C:19]([C:20]#[N:21])=[CH:18][CH:17]=3)[O:15][C:11]=2[CH:10]=1.[H][H].Cl.